Dataset: Full USPTO retrosynthesis dataset with 1.9M reactions from patents (1976-2016). Task: Predict the reactants needed to synthesize the given product. (1) Given the product [CH3:1][C:2]1[CH:3]=[C:4]([CH:5]=[CH:6][CH:7]=1)[CH2:8][C:9]1[N:18]([C:12]2[CH:13]=[CH:14][CH:15]=[CH:16][CH:17]=2)[C:19](=[S:22])[NH:20][N:21]=1, predict the reactants needed to synthesize it. The reactants are: [CH3:1][C:2]1[CH:3]=[C:4]([CH2:8][C:9](O)=O)[CH:5]=[CH:6][CH:7]=1.[C:12]1([NH:18][C:19](=[S:22])[NH:20][NH2:21])[CH:17]=[CH:16][CH:15]=[CH:14][CH:13]=1. (2) Given the product [Cl:1][C:2]1[NH:3][CH:4]=[C:5]([N+:7]([O-:9])=[O:8])[N:6]=1, predict the reactants needed to synthesize it. The reactants are: [Cl:1][C:2]1[NH:3][C:4](I)=[C:5]([N+:7]([O-:9])=[O:8])[N:6]=1. (3) Given the product [Cl:3][C:4]1[CH:5]=[CH:6][C:7]2[N:11]=[CH:10][N:9]([C:12]3[CH:13]=[CH:14][C:15]([N:18]([CH2:24][CH2:25][O:26][CH:27]4[CH2:32][CH2:31][CH2:30][CH2:29][O:28]4)[C:19](=[O:21])[CH3:20])=[CH:16][CH:17]=3)[C:8]=2[CH:22]=1, predict the reactants needed to synthesize it. The reactants are: [H-].[Na+].[Cl:3][C:4]1[CH:5]=[CH:6][C:7]2[N:11]=[CH:10][N:9]([C:12]3[CH:17]=[CH:16][C:15]([NH:18][C:19](=[O:21])[CH3:20])=[CH:14][CH:13]=3)[C:8]=2[CH:22]=1.Br[CH2:24][CH2:25][O:26][CH:27]1[CH2:32][CH2:31][CH2:30][CH2:29][O:28]1.O.